This data is from Forward reaction prediction with 1.9M reactions from USPTO patents (1976-2016). The task is: Predict the product of the given reaction. (1) Given the reactants F[C:2]1[C:10]2[S:9][C:8]([C:11]3[C:12]([NH2:28])=[N:13][CH:14]=[C:15]([C:17]4[CH:18]=[N:19][N:20]([CH:22]5[CH2:27][CH2:26][NH:25][CH2:24][CH2:23]5)[CH:21]=4)[CH:16]=3)=[N:7][C:6]=2[C:5](C(F)(F)F)=[CH:4][CH:3]=1.IC1SC2C=CC([O:43][C:44]([F:47])([F:46])[F:45])=CC=2N=1, predict the reaction product. The product is: [NH:25]1[CH2:26][CH2:27][CH:22]([N:20]2[CH:21]=[C:17]([C:15]3[CH:16]=[C:11]([C:8]4[S:9][C:10]5[CH:2]=[CH:3][C:4]([O:43][C:44]([F:47])([F:46])[F:45])=[CH:5][C:6]=5[N:7]=4)[C:12]([NH2:28])=[N:13][CH:14]=3)[CH:18]=[N:19]2)[CH2:23][CH2:24]1. (2) Given the reactants [Cl:1][C:2]1[C:11]2[C:6](=[CH:7][CH:8]=[CH:9][CH:10]=2)[C:5]([O:12][CH2:13][CH2:14][CH2:15][C:16]2[C:24]3[C:19](=[C:20]([C:25]4[CH:30]=[CH:29][CH:28]=[CH:27][C:26]=4[O:31][CH3:32])[CH:21]=[CH:22][CH:23]=3)[NH:18][C:17]=2[C:33]([O:35]CC)=[O:34])=[CH:4][CH:3]=1.O[Li].O.Cl, predict the reaction product. The product is: [Cl:1][C:2]1[C:11]2[C:6](=[CH:7][CH:8]=[CH:9][CH:10]=2)[C:5]([O:12][CH2:13][CH2:14][CH2:15][C:16]2[C:24]3[C:19](=[C:20]([C:25]4[CH:30]=[CH:29][CH:28]=[CH:27][C:26]=4[O:31][CH3:32])[CH:21]=[CH:22][CH:23]=3)[NH:18][C:17]=2[C:33]([OH:35])=[O:34])=[CH:4][CH:3]=1. (3) Given the reactants [F:1][C:2]1[CH:3]=[CH:4][CH:5]=[C:6]2[C:11]=1[NH:10][C:9](=[O:12])[CH2:8][CH2:7]2.[N+:13]([O-])([OH:15])=[O:14], predict the reaction product. The product is: [F:1][C:2]1[CH:3]=[C:4]([N+:13]([O-:15])=[O:14])[CH:5]=[C:6]2[C:11]=1[NH:10][C:9](=[O:12])[CH2:8][CH2:7]2. (4) Given the reactants [OH:1][CH2:2][CH2:3][O:4][CH:5]1[CH2:10][CH2:9][CH:8]([N:11]2[C:16](=[O:17])[C:15]([CH2:18][C:19]3[CH:24]=[CH:23][C:22]([C:25]4[C:26]([C:31]#[N:32])=[CH:27][CH:28]=[CH:29][CH:30]=4)=[CH:21][CH:20]=3)=[C:14]([CH2:33][CH2:34][CH3:35])[N:13]3[N:36]=[CH:37][N:38]=[C:12]23)[CH2:7][CH2:6]1.[H-].[Na+].[CH3:41]N(C)C=O.CI, predict the reaction product. The product is: [CH3:41][O:1][CH2:2][CH2:3][O:4][CH:5]1[CH2:10][CH2:9][CH:8]([N:11]2[C:16](=[O:17])[C:15]([CH2:18][C:19]3[CH:24]=[CH:23][C:22]([C:25]4[C:26]([C:31]#[N:32])=[CH:27][CH:28]=[CH:29][CH:30]=4)=[CH:21][CH:20]=3)=[C:14]([CH2:33][CH2:34][CH3:35])[N:13]3[N:36]=[CH:37][N:38]=[C:12]23)[CH2:7][CH2:6]1. (5) The product is: [Cl:1][C:2]1[C:3]([C:21]2[CH:26]=[CH:25][N:24]=[CH:23][CH:22]=2)=[C:4]([C:11]2[CH:20]=[CH:19][C:18]3[C:13](=[CH:14][CH:15]=[CH:16][CH:17]=3)[CH:12]=2)[C:5](=[O:10])[N:6]([CH3:9])[C:7]=1[N:42]1[CH2:43][CH2:44][CH2:45][CH:41]1[CH2:40][NH:39][CH:36]([CH3:38])[CH3:37]. Given the reactants [Cl:1][C:2]1[C:3]([C:21]2[CH:26]=[CH:25][N:24]=[CH:23][CH:22]=2)=[C:4]([C:11]2[CH:20]=[CH:19][C:18]3[C:13](=[CH:14][CH:15]=[CH:16][CH:17]=3)[CH:12]=2)[C:5](=[O:10])[N:6]([CH3:9])[C:7]=1Cl.C(N(C(C)C)CC)(C)C.[CH:36]([NH:39][CH2:40][CH:41]1[CH2:45][CH2:44][CH2:43][NH:42]1)([CH3:38])[CH3:37], predict the reaction product. (6) Given the reactants Cl.Cl.[NH2:3][CH2:4][CH2:5][N:6]1[C:14]2[C:13]([NH:15][C:16]3[CH:21]=[CH:20][C:19]([O:22][C:23]4[C:28]5[CH:29]=[CH:30][S:31][C:27]=5[CH:26]=[CH:25][CH:24]=4)=[C:18]([Cl:32])[CH:17]=3)=[N:12][CH:11]=[N:10][C:9]=2[CH:8]=[CH:7]1.Br[CH2:34][C:35]([CH3:40])([CH3:39])[C:36](O)=[O:37].ON1C2C=CC=CC=2N=N1.Cl.C(N=C=NCCCN(C)C)C.C[S-].[Na+].C(=O)([O-])O.[Na+], predict the reaction product. The product is: [S:31]1[C:27]2[CH:26]=[CH:25][CH:24]=[C:23]([O:22][C:19]3[CH:20]=[CH:21][C:16]([NH:15][C:13]4[C:14]5[N:6]([CH2:5][CH2:4][N:3]6[CH2:34][C:35]([CH3:40])([CH3:39])[C:36]6=[O:37])[CH:7]=[CH:8][C:9]=5[N:10]=[CH:11][N:12]=4)=[CH:17][C:18]=3[Cl:32])[C:28]=2[CH:29]=[CH:30]1.